Dataset: Forward reaction prediction with 1.9M reactions from USPTO patents (1976-2016). Task: Predict the product of the given reaction. The product is: [ClH:40].[C:1]1([C:34]2[CH:35]=[CH:36][CH:37]=[CH:38][CH:39]=2)[CH:6]=[CH:5][CH:4]=[CH:3][C:2]=1[CH2:7][N:8]1[C:12]([CH3:13])=[CH:11][C:10]([NH:14][C:15]([C:17]2[CH:18]=[C:19]3[C:24](=[CH:25][CH:26]=2)[CH2:23][NH:22][CH2:21][CH2:20]3)=[O:16])=[N:9]1. Given the reactants [C:1]1([C:34]2[CH:39]=[CH:38][CH:37]=[CH:36][CH:35]=2)[CH:6]=[CH:5][CH:4]=[CH:3][C:2]=1[CH2:7][N:8]1[C:12]([CH3:13])=[CH:11][C:10]([NH:14][C:15]([C:17]2[CH:18]=[C:19]3[C:24](=[CH:25][CH:26]=2)[CH2:23][N:22](C(OC(C)(C)C)=O)[CH2:21][CH2:20]3)=[O:16])=[N:9]1.[ClH:40], predict the reaction product.